From a dataset of Catalyst prediction with 721,799 reactions and 888 catalyst types from USPTO. Predict which catalyst facilitates the given reaction. (1) Reactant: [CH3:1][C:2]1[C:7]([C:8]2[CH:13]=[CH:12][C:11]([N+]([O-])=O)=[CH:10][CH:9]=2)=[CH:6][C:5]([NH:17][C:18](=[O:29])[C:19]2[CH:24]=[CH:23][CH:22]=[C:21]([C:25]([F:28])([F:27])[F:26])[CH:20]=2)=[CH:4][CH:3]=1.O1CCOCC1.[OH-].[NH4+:37].S(S([O-])=O)([O-])=O.[Na+].[Na+]. Product: [NH2:37][C:4]1[CH:3]=[C:2]([CH3:1])[C:7]([C:8]2[CH:13]=[CH:12][CH:11]=[CH:10][CH:9]=2)=[CH:6][C:5]=1[NH:17][C:18](=[O:29])[C:19]1[CH:24]=[CH:23][CH:22]=[C:21]([C:25]([F:27])([F:26])[F:28])[CH:20]=1. The catalyst class is: 6. (2) The catalyst class is: 5. Product: [CH:11]([C:8]1[CH:9]=[CH:10][C:5]([C:3]2[N:14]=[C:15]([NH2:17])[S:16][CH:2]=2)=[CH:6][CH:7]=1)([CH3:13])[CH3:12]. Reactant: Br[CH2:2][C:3]([C:5]1[CH:10]=[CH:9][C:8]([CH:11]([CH3:13])[CH3:12])=[CH:7][CH:6]=1)=O.[NH2:14][C:15]([NH2:17])=[S:16]. (3) Reactant: [CH3:1][N:2]([CH3:14])[C:3](=O)[CH2:4][C:5]1[C:6]2[CH:12]=[CH:11][S:10][C:7]=2[NH:8][CH:9]=1. Product: [CH3:1][N:2]([CH2:3][CH2:4][C:5]1[C:6]2[CH:12]=[CH:11][S:10][C:7]=2[NH:8][CH:9]=1)[CH3:14]. The catalyst class is: 1.